Task: Binary Classification. Given a T-cell receptor sequence (or CDR3 region) and an epitope sequence, predict whether binding occurs between them.. Dataset: TCR-epitope binding with 47,182 pairs between 192 epitopes and 23,139 TCRs (1) The epitope is RQLLFVVEV. The TCR CDR3 sequence is CASSPYRAYNEQFF. Result: 1 (the TCR binds to the epitope). (2) The epitope is LLQTGIHVRVSQPSL. The TCR CDR3 sequence is CASSLVQGRGQYF. Result: 1 (the TCR binds to the epitope).